Dataset: Reaction yield outcomes from USPTO patents with 853,638 reactions. Task: Predict the reaction yield, written as a fraction of the theoretical maximum amount of product (1.0 means a 100% yield; for example, 0.34 means a 34% yield). (1) The reactants are [NH2:1][CH:2]([CH3:13])[C:3]([N:5]1[CH2:10][CH2:9][S:8](=[O:12])(=[O:11])[CH2:7][CH2:6]1)=O. The catalyst is C1COCC1. The product is [O:12]=[S:8]1(=[O:11])[CH2:9][CH2:10][N:5]([CH2:3][C@@H:2]([NH2:1])[CH3:13])[CH2:6][CH2:7]1. The yield is 0.900. (2) The product is [Cl:1][C:2]1[N:7]=[C:6]([S:16][C:10]2[CH:15]=[CH:14][CH:13]=[CH:12][CH:11]=2)[CH:5]=[CH:4][N:3]=1. The reactants are [Cl:1][C:2]1[N:7]=[C:6](Cl)[CH:5]=[CH:4][N:3]=1.[Na].[C:10]1([SH:16])[CH:15]=[CH:14][CH:13]=[CH:12][CH:11]=1. The catalyst is C(O)C.C(OCC)(=O)C. The yield is 0.360. (3) The reactants are [CH2:1]([O:3][C:4]1[CH:9]=[CH:8][CH:7]=[CH:6][C:5]=1[C:10]1[CH:15]=[CH:14][C:13]([NH2:16])=[CH:12][C:11]=1[N+:17]([O-:19])=[O:18])[CH3:2].[CH3:20][C:21]([O:24][C:25](O[C:25]([O:24][C:21]([CH3:23])([CH3:22])[CH3:20])=[O:26])=[O:26])([CH3:23])[CH3:22]. No catalyst specified. The product is [C:21]([O:24][C:25](=[O:26])[NH:16][C:13]1[CH:14]=[CH:15][C:10]([C:5]2[CH:6]=[CH:7][CH:8]=[CH:9][C:4]=2[O:3][CH2:1][CH3:2])=[C:11]([N+:17]([O-:19])=[O:18])[CH:12]=1)([CH3:23])([CH3:22])[CH3:20]. The yield is 0.830. (4) The reactants are [O:1]1[C:5]2[CH:6]=[CH:7][C:8]([C:10]3([C:13]([NH:15][C:16]4[CH:21]=[CH:20][C:19]([CH3:22])=[C:18](Br)[CH:17]=4)=[O:14])[CH2:12][CH2:11]3)=[CH:9][C:4]=2[O:3][CH2:2]1.[CH3:24][C:25]1([CH3:41])[C:29]([CH3:31])([CH3:30])[O:28][B:27]([B:27]2[O:28][C:29]([CH3:31])([CH3:30])[C:25]([CH3:41])([CH3:24])[O:26]2)[O:26]1.CC([O-])=O.[K+]. The catalyst is C1C=CC(P(C2C=CC=CC=2)[C-]2C=CC=C2)=CC=1.C1C=CC(P(C2C=CC=CC=2)[C-]2C=CC=C2)=CC=1.Cl[Pd]Cl.[Fe+2].CN(C=O)C. The product is [O:1]1[C:5]2[CH:6]=[CH:7][C:8]([C:10]3([C:13]([NH:15][C:16]4[CH:21]=[CH:20][C:19]([CH3:22])=[C:18]([B:27]5[O:28][C:29]([CH3:31])([CH3:30])[C:25]([CH3:41])([CH3:24])[O:26]5)[CH:17]=4)=[O:14])[CH2:12][CH2:11]3)=[CH:9][C:4]=2[O:3][CH2:2]1. The yield is 0.270. (5) The reactants are C[O:2][C:3]1[CH:15]=[CH:14][C:6]([O:7][CH2:8][C:9]([O:11][CH2:12][CH3:13])=[O:10])=[CH:5][CH:4]=1.C(S)C.[Cl-].[Al+3].[Cl-].[Cl-].C(=O)([O-])O.[Na+]. The catalyst is ClCCl.C(Cl)(Cl)Cl. The product is [OH:2][C:3]1[CH:4]=[CH:5][C:6]([O:7][CH2:8][C:9]([O:11][CH2:12][CH3:13])=[O:10])=[CH:14][CH:15]=1. The yield is 0.750. (6) The reactants are [NH2:1][C@H:2]([CH2:10][OH:11])[CH2:3][C:4]1[CH:9]=[CH:8][CH:7]=[CH:6][CH:5]=1.C(O)(=O)C.[CH:16](=O)[C:17]1[CH:22]=[CH:21][CH:20]=[CH:19][CH:18]=1.C([BH3-])#N.[Na+]. The catalyst is CO. The product is [CH2:16]([NH:1][C@H:2]([CH2:10][OH:11])[CH2:3][C:4]1[CH:5]=[CH:6][CH:7]=[CH:8][CH:9]=1)[C:17]1[CH:22]=[CH:21][CH:20]=[CH:19][CH:18]=1. The yield is 0.810. (7) The reactants are [N:1]1[CH:6]=[CH:5][CH:4]=[CH:3][C:2]=1[S:7](Cl)(=[O:9])=[O:8].[NH2:11][C:12]1[CH:13]=[C:14]([CH3:23])[C:15]([CH3:22])=[C:16]2[C:21]=1[N:20]=[CH:19][CH:18]=[CH:17]2. The catalyst is ClCCl.CN(C)C1C=CN=CC=1. The product is [CH3:22][C:15]1[C:14]([CH3:23])=[CH:13][C:12]([NH:11][S:7]([C:2]2[CH:3]=[CH:4][CH:5]=[CH:6][N:1]=2)(=[O:9])=[O:8])=[C:21]2[C:16]=1[CH:17]=[CH:18][CH:19]=[N:20]2. The yield is 0.420. (8) The reactants are [CH2:1]([O:4][C:5]1([CH3:36])[CH2:10][CH2:9][N:8]([C:11]2[N:16]3[N:17]=[C:18]([CH2:20][N:21]=[N+:22]=[N-:23])[CH:19]=[C:15]3[N:14]=[C:13]([CH3:24])[C:12]=2[C@H:25]([O:31][C:32]([CH3:35])([CH3:34])[CH3:33])[C:26]([O:28][CH2:29][CH3:30])=[O:27])[CH2:7][CH2:6]1)[CH:2]=[CH2:3].[C:37]([C:39]1[CH:40]=[C:41]([OH:45])[CH:42]=[CH:43][CH:44]=1)#[CH:38].CCN(C(C)C)C(C)C. The catalyst is C1COCC1.CCOCC.[Cu]I. The product is [CH2:1]([O:4][C:5]1([CH3:36])[CH2:10][CH2:9][N:8]([C:11]2[N:16]3[N:17]=[C:18]([CH2:20][N:21]4[CH:38]=[C:37]([C:39]5[CH:44]=[CH:43][CH:42]=[C:41]([OH:45])[CH:40]=5)[N:23]=[N:22]4)[CH:19]=[C:15]3[N:14]=[C:13]([CH3:24])[C:12]=2[C@H:25]([O:31][C:32]([CH3:35])([CH3:34])[CH3:33])[C:26]([O:28][CH2:29][CH3:30])=[O:27])[CH2:7][CH2:6]1)[CH:2]=[CH2:3]. The yield is 0.610. (9) The reactants are [NH2:1][C:2]1[CH:7]=[CH:6][C:5]([C:8]2([CH:14]([CH3:16])[CH3:15])[CH2:12][NH:11][C:10](=[O:13])[CH2:9]2)=[CH:4][C:3]=1I.[C:18]([OH:23])(=[O:22])[C:19]([CH3:21])=O.C1N2CCN(CC2)C1.[OH-].[Na+]. The catalyst is CN(C=O)C.C([O-])(=O)C.[Pd+2].C([O-])(=O)C. The product is [CH:14]([C:8]1([C:5]2[CH:4]=[C:3]3[C:2](=[CH:7][CH:6]=2)[NH:1][C:19]([C:18]([OH:23])=[O:22])=[CH:21]3)[CH2:9][C:10](=[O:13])[NH:11][CH2:12]1)([CH3:16])[CH3:15]. The yield is 0.950.